This data is from Full USPTO retrosynthesis dataset with 1.9M reactions from patents (1976-2016). The task is: Predict the reactants needed to synthesize the given product. (1) Given the product [CH2:30]([O:29][C:11]1[CH:10]=[C:9]([CH2:8][CH2:7][C:6]([OH:37])=[O:5])[CH:14]=[CH:13][C:12]=1[N:15]1[CH2:19][C:18](=[O:20])[N:17]([CH2:21][CH2:22][Si:23]([CH3:24])([CH3:25])[CH3:26])[S:16]1(=[O:28])=[O:27])[C:31]1[CH:32]=[CH:33][CH:34]=[CH:35][CH:36]=1, predict the reactants needed to synthesize it. The reactants are: C([O:5][C:6](=[O:37])[CH2:7][CH2:8][C:9]1[CH:14]=[CH:13][C:12]([N:15]2[CH2:19][C:18](=[O:20])[N:17]([CH2:21][CH2:22][Si:23]([CH3:26])([CH3:25])[CH3:24])[S:16]2(=[O:28])=[O:27])=[C:11]([O:29][CH2:30][C:31]2[CH:36]=[CH:35][CH:34]=[CH:33][CH:32]=2)[CH:10]=1)(C)(C)C. (2) Given the product [CH2:20]([C@@:18]1([OH:19])[C@@:17]2([CH2:16][O:15][C@H:14]1[C@H:13]([C:8]1[CH:9]=[CH:10][CH:11]=[CH:12][C:7]=1[OH:6])[O:27]2)[CH2:28][O:29][CH2:30][C:31]1[CH:36]=[CH:35][CH:34]=[CH:33][CH:32]=1)[C:21]1[CH:26]=[CH:25][CH:24]=[CH:23][CH:22]=1, predict the reactants needed to synthesize it. The reactants are: [BH4-].[Na+].C([O:6][C:7]1[CH:12]=[CH:11][CH:10]=[CH:9][C:8]=1[C@@H:13]1[O:27][C@:17]2([CH2:28][O:29][CH2:30][C:31]3[CH:36]=[CH:35][CH:34]=[CH:33][CH:32]=3)[C@@:18]([CH2:20][C:21]3[CH:26]=[CH:25][CH:24]=[CH:23][CH:22]=3)([OH:19])[C@H:14]1[O:15][CH2:16]2)C=C.Cl. (3) Given the product [ClH:1].[NH2:21][C:18]1[CH:17]=[CH:16][C:15]([CH:5]2[C:4]3[C:9](=[CH:10][CH:11]=[C:2]([Cl:1])[CH:3]=3)[C:8]([N:12]([CH3:14])[CH3:13])=[N:7][CH2:6]2)=[CH:20][CH:19]=1, predict the reactants needed to synthesize it. The reactants are: [Cl:1][C:2]1[CH:3]=[C:4]2[C:9](=[CH:10][CH:11]=1)[C:8]([N:12]([CH3:14])[CH3:13])=[N:7][CH2:6][CH:5]2[C:15]1[CH:20]=[CH:19][C:18]([N+:21]([O-])=O)=[CH:17][CH:16]=1.Cl. (4) Given the product [Cl-:1].[O:29]1[C@H:30]2[O:31][CH2:32][CH2:33][C@H:34]2[C@@H:27]([O:26][C:24]([NH:23][C@@H:7]([CH2:8][C:9]2[CH:14]=[CH:13][C:12]([O:15][CH2:16][C:17]3[N:18]=[C:19]([CH3:22])[S:20][CH:21]=3)=[CH:11][CH:10]=2)[C@H:6]([O:5][C:3](=[O:4])[CH2:2][N+:53]2[CH:58]=[CH:57][CH:56]=[CH:55][CH:54]=2)[CH2:35][N:36]([S:41]([C:44]2[CH:52]=[CH:51][C:47]3[O:48][CH2:49][O:50][C:46]=3[CH:45]=2)(=[O:43])=[O:42])[CH2:37][CH:38]([CH3:40])[CH3:39])=[O:25])[CH2:28]1, predict the reactants needed to synthesize it. The reactants are: [Cl:1][CH2:2][C:3]([O:5][C@H:6]([CH2:35][N:36]([S:41]([C:44]1[CH:52]=[CH:51][C:47]2[O:48][CH2:49][O:50][C:46]=2[CH:45]=1)(=[O:43])=[O:42])[CH2:37][CH:38]([CH3:40])[CH3:39])[C@@H:7]([NH:23][C:24]([O:26][C@@H:27]1[C@H:34]2[C@H:30]([O:31][CH2:32][CH2:33]2)[O:29][CH2:28]1)=[O:25])[CH2:8][C:9]1[CH:14]=[CH:13][C:12]([O:15][CH2:16][C:17]2[N:18]=[C:19]([CH3:22])[S:20][CH:21]=2)=[CH:11][CH:10]=1)=[O:4].[N:53]1[CH:58]=[CH:57][CH:56]=[CH:55][CH:54]=1. (5) Given the product [CH3:17][N:18]1[CH2:23][CH2:22][N:21]([C:2]2[CH:9]=[C:8]([C:10]3[CH:15]=[CH:14][CH:13]=[CH:12][C:11]=3[CH3:16])[C:5]([C:6]#[N:7])=[CH:4][N:3]=2)[CH2:20][CH2:19]1, predict the reactants needed to synthesize it. The reactants are: Cl[C:2]1[CH:9]=[C:8]([C:10]2[CH:15]=[CH:14][CH:13]=[CH:12][C:11]=2[CH3:16])[C:5]([C:6]#[N:7])=[CH:4][N:3]=1.[CH3:17][N:18]1[CH2:23][CH2:22][NH:21][CH2:20][CH2:19]1. (6) Given the product [C:14]([NH:11][C:12]([N:4]1[C:5]2[C:10](=[CH:9][CH:8]=[CH:7][CH:6]=2)[C:2]([I:1])=[N:3]1)=[O:13])([CH3:17])([CH3:16])[CH3:15], predict the reactants needed to synthesize it. The reactants are: [I:1][C:2]1[C:10]2[C:5](=[CH:6][CH:7]=[CH:8][CH:9]=2)[NH:4][N:3]=1.[N:11]([C:14]([CH3:17])([CH3:16])[CH3:15])=[C:12]=[O:13]. (7) Given the product [Cl:40][CH2:41][C:42]([NH:1][C:2]([CH3:39])([CH3:38])[C:3]([N:5]1[CH2:10][CH2:9][C:8]([C:31]2[CH:36]=[CH:35][CH:34]=[C:33]([F:37])[CH:32]=2)([CH2:11][CH2:12][N:13]2[CH:18]3[CH2:19][CH2:20][CH:14]2[CH2:15][CH:16]([N:21]2[C:25]4[CH:26]=[CH:27][CH:28]=[CH:29][C:24]=4[N:23]=[C:22]2[CH3:30])[CH2:17]3)[CH2:7][CH2:6]1)=[O:4])=[O:43], predict the reactants needed to synthesize it. The reactants are: [NH2:1][C:2]([CH3:39])([CH3:38])[C:3]([N:5]1[CH2:10][CH2:9][C:8]([C:31]2[CH:36]=[CH:35][CH:34]=[C:33]([F:37])[CH:32]=2)([CH2:11][CH2:12][N:13]2[CH:18]3[CH2:19][CH2:20][CH:14]2[CH2:15][CH:16]([N:21]2[C:25]4[CH:26]=[CH:27][CH:28]=[CH:29][C:24]=4[N:23]=[C:22]2[CH3:30])[CH2:17]3)[CH2:7][CH2:6]1)=[O:4].[Cl:40][CH2:41][C:42](Cl)=[O:43].CCN(C(C)C)C(C)C. (8) The reactants are: [F:1][C:2]1[CH:17]=[CH:16][C:5]([CH2:6][C:7]2[CH:15]=[CH:14][CH:13]=[CH:12][C:8]=2[C:9](O)=[O:10])=[CH:4][CH:3]=1.CC(C)=O.[OH-].[Na+]. Given the product [F:1][C:2]1[CH:3]=[CH:4][C:5]([CH2:6][C:7]2[CH:15]=[CH:14][CH:13]=[CH:12][C:8]=2[CH2:9][OH:10])=[CH:16][CH:17]=1, predict the reactants needed to synthesize it. (9) Given the product [F:17][C:13](=[C:12]([F:18])[F:11])[CH2:14][CH2:15][S:10][C:2]1[S:3][C:4]2[C:9]([N:1]=1)=[CH:8][CH:7]=[CH:6][N:5]=2, predict the reactants needed to synthesize it. The reactants are: [N:1]1[C:9]2[C:4](=[N:5][CH:6]=[CH:7][CH:8]=2)[S:3][C:2]=1[SH:10].[F:11][C:12]([F:18])=[C:13]([F:17])[CH2:14][CH2:15]Br.C(=O)([O-])[O-].[K+].[K+].O. (10) Given the product [Cl:14][C:15]1[CH:16]=[C:17]([C:22]2[CH:28]=[CH:27][CH:26]=[CH:25][C:23]=2[NH:24][C:7]([C:5]2[C:4]([C:10]([F:13])([F:12])[F:11])=[N:3][N:2]([CH3:1])[CH:6]=2)=[O:8])[CH:18]=[CH:19][C:20]=1[Cl:21], predict the reactants needed to synthesize it. The reactants are: [CH3:1][N:2]1[CH:6]=[C:5]([C:7](Cl)=[O:8])[C:4]([C:10]([F:13])([F:12])[F:11])=[N:3]1.[Cl:14][C:15]1[CH:16]=[C:17]([C:22]2[CH:28]=[CH:27][CH:26]=[CH:25][C:23]=2[NH2:24])[CH:18]=[CH:19][C:20]=1[Cl:21].C(N(CC)CC)C.C(OC)(C)(C)C.